From a dataset of Catalyst prediction with 721,799 reactions and 888 catalyst types from USPTO. Predict which catalyst facilitates the given reaction. (1) Reactant: Cl.[NH2:2][C:3]1[CH:8]=[CH:7][C:6]([N:9]2[CH2:14][CH2:13][C:12](=[O:15])[CH2:11][CH2:10]2)=[CH:5][CH:4]=1.C(N(CC)CC)C.Cl[C:24](=[O:31])[CH2:25][C:26]([O:28][CH2:29][CH3:30])=[O:27]. Product: [O:31]=[C:24]([NH:2][C:3]1[CH:8]=[CH:7][C:6]([N:9]2[CH2:10][CH2:11][C:12](=[O:15])[CH2:13][CH2:14]2)=[CH:5][CH:4]=1)[CH2:25][C:26]([O:28][CH2:29][CH3:30])=[O:27]. The catalyst class is: 2. (2) Reactant: C(OC([NH:8][CH2:9][C@H:10]1[CH2:15][CH2:14][C@H:13]([NH:16][C:17]2[S:18][CH:19]=[C:20]([C:22]3[CH:27]=[CH:26][CH:25]=[CH:24][N:23]=3)[N:21]=2)[CH2:12][CH2:11]1)=O)(C)(C)C.Cl. Product: [NH2:8][CH2:9][C@H:10]1[CH2:15][CH2:14][C@H:13]([NH:16][C:17]2[S:18][CH:19]=[C:20]([C:22]3[CH:27]=[CH:26][CH:25]=[CH:24][N:23]=3)[N:21]=2)[CH2:12][CH2:11]1. The catalyst class is: 12.